Dataset: Forward reaction prediction with 1.9M reactions from USPTO patents (1976-2016). Task: Predict the product of the given reaction. (1) Given the reactants C(OC([N:8]1[CH2:16][C:15]2[C:10](=[CH:11][CH:12]=[C:13]([C:17]3[S:18][CH:19]=[C:20]([CH3:22])[N:21]=3)[CH:14]=2)[CH2:9]1)=O)(C)(C)C.Cl, predict the reaction product. The product is: [CH3:22][C:20]1[N:21]=[C:17]([C:13]2[CH:14]=[C:15]3[C:10](=[CH:11][CH:12]=2)[CH2:9][NH:8][CH2:16]3)[S:18][CH:19]=1. (2) Given the reactants Cl[C:2]1[C:11]([CH3:12])=[CH:10][C:9]2[C:4](=[CH:5][CH:6]=[CH:7][CH:8]=2)[N:3]=1.[CH3:13][N:14]([CH3:19])[CH2:15][CH2:16][NH:17][CH3:18], predict the reaction product. The product is: [CH3:13][N:14]([CH3:19])[CH2:15][CH2:16][N:17]([CH3:18])[C:2]1[C:11]([CH3:12])=[CH:10][C:9]2[C:4](=[CH:5][CH:6]=[CH:7][CH:8]=2)[N:3]=1. (3) Given the reactants [C:1]1([C:7]2[O:11][C:10]([CH2:12][CH2:13][C:14]([OH:16])=[O:15])=[N:9][N:8]=2)[CH:6]=[CH:5][CH:4]=[CH:3][CH:2]=1.Cl.[Cl:18][C:19]1[CH:20]=[C:21]([CH:30]=[CH:31][C:32]=1[Cl:33])[CH2:22][N:23]1[CH2:28][CH2:27][CH:26]([NH2:29])[CH2:25][CH2:24]1.C(N(CC)CC)C.[C:41](=[O:44])([O-])O.[Na+], predict the reaction product. The product is: [C:14]([OH:16])(=[O:15])[CH3:13].[Cl:18][C:19]1[CH:20]=[C:21]([CH:30]=[CH:31][C:32]=1[Cl:33])[CH2:22][N:23]1[CH2:24][CH2:25][CH:26]([NH:29][C:41](=[O:44])[CH2:12][C:10]2[O:11][C:7]([C:1]3[CH:2]=[CH:3][CH:4]=[CH:5][CH:6]=3)=[N:8][N:9]=2)[CH2:27][CH2:28]1.